From a dataset of Peptide-MHC class I binding affinity with 185,985 pairs from IEDB/IMGT. Regression. Given a peptide amino acid sequence and an MHC pseudo amino acid sequence, predict their binding affinity value. This is MHC class I binding data. (1) The peptide sequence is EKFGHFCKYH. The MHC is HLA-A11:01 with pseudo-sequence HLA-A11:01. The binding affinity (normalized) is 0. (2) The peptide sequence is FLPSDYFPSV. The MHC is HLA-A31:01 with pseudo-sequence HLA-A31:01. The binding affinity (normalized) is 0.0199.